This data is from Full USPTO retrosynthesis dataset with 1.9M reactions from patents (1976-2016). The task is: Predict the reactants needed to synthesize the given product. (1) Given the product [CH2:1]([C:3]([C:28]1[CH:42]=[CH:41][C:31]([O:32][CH2:33][C@@H:34]2[O:39][C:38](=[O:40])[CH2:37][CH2:36][CH2:35]2)=[C:30]([CH3:43])[CH:29]=1)([C:6]1[CH:11]=[CH:10][C:9]([C:12]#[C:13][C:14]([OH:23])([C:15]([F:17])([F:18])[F:16])[C:19]([F:22])([F:21])[F:20])=[C:8]([CH3:27])[CH:7]=1)[CH2:4][CH3:5])[CH3:2], predict the reactants needed to synthesize it. The reactants are: [CH2:1]([C:3]([C:28]1[CH:42]=[CH:41][C:31]([O:32][CH2:33][C@@H:34]2[O:39][C:38](=[O:40])[CH2:37][CH2:36][CH2:35]2)=[C:30]([CH3:43])[CH:29]=1)([C:6]1[CH:11]=[CH:10][C:9]([C:12]#[C:13][C:14]([O:23]COC)([C:19]([F:22])([F:21])[F:20])[C:15]([F:18])([F:17])[F:16])=[C:8]([CH3:27])[CH:7]=1)[CH2:4][CH3:5])[CH3:2].C[Si](Br)(C)C.C([O-])(O)=O.[Na+]. (2) Given the product [Cl:8][C:9]1[N:18]=[C:17]([N:5]2[CH2:6][CH2:7][C@H:3]([NH:2][CH3:1])[CH2:4]2)[C:16]2[C:11](=[CH:12][CH:13]=[C:14]([O:20][CH3:21])[CH:15]=2)[N:10]=1, predict the reactants needed to synthesize it. The reactants are: [CH3:1][NH:2][C@H:3]1[CH2:7][CH2:6][NH:5][CH2:4]1.[Cl:8][C:9]1[N:18]=[C:17](Cl)[C:16]2[C:11](=[CH:12][CH:13]=[C:14]([O:20][CH3:21])[CH:15]=2)[N:10]=1. (3) Given the product [CH2:41]([CH:5]([CH2:6][N:7]1[CH2:12][CH2:11][N:10]([CH2:13][C:14]2[C:15]([C:35]3[CH:40]=[CH:39][CH:38]=[CH:37][CH:36]=3)=[N:16][C:17]3[C:22]([C:23]=2[C:24](=[O:34])[NH:25][C@H:26]([CH:28]2[CH2:29][CH2:30][CH2:31][CH2:32][CH2:33]2)[CH3:27])=[CH:21][CH:20]=[CH:19][CH:18]=3)[CH2:9][CH2:8]1)[C:4]([OH:48])=[O:3])[C:42]1[CH:47]=[CH:46][CH:45]=[CH:44][CH:43]=1, predict the reactants needed to synthesize it. The reactants are: C([O:3][C:4](=[O:48])[CH:5]([CH2:41][C:42]1[CH:47]=[CH:46][CH:45]=[CH:44][CH:43]=1)[CH2:6][N:7]1[CH2:12][CH2:11][N:10]([CH2:13][C:14]2[C:15]([C:35]3[CH:40]=[CH:39][CH:38]=[CH:37][CH:36]=3)=[N:16][C:17]3[C:22]([C:23]=2[C:24](=[O:34])[NH:25][C@H:26]([CH:28]2[CH2:33][CH2:32][CH2:31][CH2:30][CH2:29]2)[CH3:27])=[CH:21][CH:20]=[CH:19][CH:18]=3)[CH2:9][CH2:8]1)C.[Li+].[OH-]. (4) Given the product [CH2:2]([N:9]([CH2:17][CH:18]1[CH2:19][CH2:20][N:21]([CH2:31][C:32]([CH3:34])([OH:30])[CH3:33])[CH2:22][CH2:23]1)[C:10]1[CH:15]=[CH:14][C:13]([Br:16])=[CH:12][CH:11]=1)[C:3]1[CH:4]=[CH:5][CH:6]=[CH:7][CH:8]=1, predict the reactants needed to synthesize it. The reactants are: Cl.[CH2:2]([N:9]([CH2:17][CH:18]1[CH2:23][CH2:22][NH:21][CH2:20][CH2:19]1)[C:10]1[CH:15]=[CH:14][C:13]([Br:16])=[CH:12][CH:11]=1)[C:3]1[CH:8]=[CH:7][CH:6]=[CH:5][CH:4]=1.C([O-])([O-])=O.[K+].[K+].[O:30]1[C:32]([CH3:34])([CH3:33])[CH2:31]1.O.